Dataset: Full USPTO retrosynthesis dataset with 1.9M reactions from patents (1976-2016). Task: Predict the reactants needed to synthesize the given product. (1) Given the product [O:8]1[C:9]2([CH2:15][CH2:14][O:13][CH2:12][CH2:11]2)[CH2:10][C:6]([C:4]([OH:5])=[O:3])=[N:7]1, predict the reactants needed to synthesize it. The reactants are: C([O:3][C:4]([C:6]1[CH2:10][C:9]2([CH2:15][CH2:14][O:13][CH2:12][CH2:11]2)[O:8][N:7]=1)=[O:5])C.O.[Li+].[OH-]. (2) Given the product [CH3:14][C@@:11]1([OH:12])[CH2:13][C@H:6]1[CH2:5][CH2:4][CH2:3][CH:2]=[CH2:1], predict the reactants needed to synthesize it. The reactants are: [CH2:1]=[CH:2][CH2:3][CH2:4][CH2:5][CH:6]=C.CCO[C:11]([CH3:13])=[O:12].[CH:14]1([Mg]Cl)CCCCC1. (3) Given the product [CH2:1]([N:7]1[C:11](=[O:12])[N:10]([CH2:13][C:14]2[CH:15]=[CH:16][C:17]([CH3:20])=[CH:18][CH:19]=2)[N:9]=[C:8]1[CH2:21][O:22][C:39](=[O:40])[CH2:38][C:35]1[CH:34]=[CH:33][C:32]([O:31][C:29]([CH3:42])([CH3:30])[C:28]([OH:43])=[O:27])=[CH:37][CH:36]=1)[CH2:2][CH2:3][CH2:4][CH2:5][CH3:6], predict the reactants needed to synthesize it. The reactants are: [CH2:1]([N:7]1[C:11](=[O:12])[N:10]([CH2:13][C:14]2[CH:19]=[CH:18][C:17]([CH3:20])=[CH:16][CH:15]=2)[N:9]=[C:8]1[CH2:21][OH:22])[CH2:2][CH2:3][CH2:4][CH2:5][CH3:6].C([O:27][C:28](=[O:43])[C:29]([CH3:42])([O:31][C:32]1[CH:37]=[CH:36][C:35]([CH2:38][C:39](O)=[O:40])=[CH:34][CH:33]=1)[CH3:30])(C)(C)C.C(Cl)CCl.